This data is from Catalyst prediction with 721,799 reactions and 888 catalyst types from USPTO. The task is: Predict which catalyst facilitates the given reaction. (1) Reactant: [C:1]([C:3]1[CH:4]=[CH:5][C:6]([NH:9][CH:10]2[CH2:15][CH2:14][CH2:13][N:12](C(OC(C)(C)C)=O)[CH2:11]2)=[N:7][CH:8]=1)#[N:2].[ClH:23]. Product: [ClH:23].[NH:12]1[CH2:13][CH2:14][CH2:15][CH:10]([NH:9][C:6]2[N:7]=[CH:8][C:3]([C:1]#[N:2])=[CH:4][CH:5]=2)[CH2:11]1. The catalyst class is: 12. (2) Reactant: [CH2:1]([S:8][C:9]1[CH:14]=[C:13]([NH:15][CH:16]2[CH2:18][CH2:17]2)[N:12]2[N:19]=[CH:20][C:21]([CH:22]=[C:23]3[NH:27][C:26](=[O:28])[NH:25][C:24]3=[O:29])=[C:11]2[N:10]=1)[C:2]1[CH:7]=[CH:6][CH:5]=[CH:4][CH:3]=1. Product: [CH2:1]([S:8][C:9]1[CH:14]=[C:13]([NH:15][CH:16]2[CH2:18][CH2:17]2)[N:12]2[N:19]=[CH:20][C:21](/[CH:22]=[C:23]3/[C:24](=[O:29])[NH:25][C:26](=[O:28])[NH:27]/3)=[C:11]2[N:10]=1)[C:2]1[CH:7]=[CH:6][CH:5]=[CH:4][CH:3]=1. The catalyst class is: 281. (3) Reactant: [CH2:1]([O:3][P:4]([C:9]1[CH:10]=[C:11]([C:14]2[S:15][C:16](I)=[CH:17][C:18]=2[P:19]([O:24][CH2:25][CH3:26])([O:21][CH2:22][CH3:23])=[O:20])[S:12][CH:13]=1)([O:6][CH2:7][CH3:8])=[O:5])[CH3:2].C([Sn](CCCC)(CCCC)[C:33]1[S:37][C:36]([C:38]2[S:39][CH:40]=[CH:41][C:42]=2[P:43]([O:48][CH2:49][CH3:50])([O:45][CH2:46][CH3:47])=[O:44])=[CH:35][C:34]=1[P:51]([O:56][CH2:57][CH3:58])([O:53][CH2:54][CH3:55])=[O:52])CCC.[Cu]C#N.[F-].[K+]. Product: [CH2:22]([O:21][P:19]([C:18]1[CH:17]=[CH:16][S:15][C:14]=1[C:11]1[S:12][C:13]([C:40]2[S:39][C:38]([C:36]3[S:37][CH:33]=[C:34]([P:51]([O:56][CH2:57][CH3:58])([O:53][CH2:54][CH3:55])=[O:52])[CH:35]=3)=[C:42]([P:43]([O:45][CH2:46][CH3:47])([O:48][CH2:49][CH3:50])=[O:44])[CH:41]=2)=[C:9]([P:4]([O:6][CH2:7][CH3:8])([O:3][CH2:1][CH3:2])=[O:5])[CH:10]=1)([O:24][CH2:25][CH3:26])=[O:20])[CH3:23]. The catalyst class is: 11. (4) Reactant: [F:1][C:2]1[CH:7]=[C:6]([F:8])[CH:5]=[CH:4][C:3]=1[C:9]1[N:10]=[C:11]([CH:26]2[CH2:31][CH2:30][NH:29][CH2:28][CH2:27]2)[S:12][C:13]=1[C:14]1[CH:15]=[CH:16][C:17]2[N:18]([C:20]([CH:23]([CH3:25])[CH3:24])=[N:21][N:22]=2)[N:19]=1.[CH3:32][S:33](Cl)(=[O:35])=[O:34]. Product: [F:1][C:2]1[CH:7]=[C:6]([F:8])[CH:5]=[CH:4][C:3]=1[C:9]1[N:10]=[C:11]([CH:26]2[CH2:31][CH2:30][N:29]([S:33]([CH3:32])(=[O:35])=[O:34])[CH2:28][CH2:27]2)[S:12][C:13]=1[C:14]1[CH:15]=[CH:16][C:17]2[N:18]([C:20]([CH:23]([CH3:25])[CH3:24])=[N:21][N:22]=2)[N:19]=1. The catalyst class is: 2. (5) Reactant: [O:1]=[C:2]([C:8]1[CH:13]=[CH:12][C:11]([O:14][CH2:15][CH2:16][CH2:17][C:18]([F:21])([F:20])[F:19])=[CH:10][CH:9]=1)[CH2:3][C:4]([O:6][CH3:7])=[O:5].C([O-])([O-])=O.[K+].[K+].Br[CH2:29][CH2:30]Br. Product: [F:21][C:18]([F:19])([F:20])[CH2:17][CH2:16][CH2:15][O:14][C:11]1[CH:12]=[CH:13][C:8]([C:2]([C:3]2([C:4]([O:6][CH3:7])=[O:5])[CH2:30][CH2:29]2)=[O:1])=[CH:9][CH:10]=1. The catalyst class is: 31. (6) Reactant: Br[C:2]1[S:3][C:4]2[C:9]([N:10]3[C:14]([C:15]4[CH:20]=[CH:19][CH:18]=[CH:17][C:16]=4[Cl:21])=[CH:13][N:12]=[CH:11]3)=[N:8][NH:7][C:5]=2[N:6]=1.[CH3:22][NH2:23]. Product: [Cl:21][C:16]1[CH:17]=[CH:18][CH:19]=[CH:20][C:15]=1[C:14]1[N:10]([C:9]2[C:4]3[S:3][C:2]([NH:23][CH3:22])=[N:6][C:5]=3[NH:7][N:8]=2)[CH:11]=[N:12][CH:13]=1. The catalyst class is: 1.